This data is from Retrosynthesis with 50K atom-mapped reactions and 10 reaction types from USPTO. The task is: Predict the reactants needed to synthesize the given product. (1) Given the product COC(=O)[C@H](Cc1ccc(-c2c(C(F)(F)F)cc(C)n(C)c2=O)cc1)NC(=O)c1c(Cl)cccc1Cl, predict the reactants needed to synthesize it. The reactants are: COC(=O)[C@@H](N)Cc1ccc(-c2c(C(F)(F)F)cc(C)n(C)c2=O)cc1.O=C(Cl)c1c(Cl)cccc1Cl. (2) Given the product Cc1c2c(nn1-c1nnc(-c3ccc(OC(C)C)c(C#N)c3)s1)CCNC2, predict the reactants needed to synthesize it. The reactants are: Cc1c2c(nn1-c1nnc(-c3ccc(OC(C)C)c(C#N)c3)s1)CCN(C(=O)OC(C)(C)C)C2. (3) Given the product CC(C)(Br)C(=O)Nc1ccccc1O, predict the reactants needed to synthesize it. The reactants are: CC(C)(Br)C(=O)Br.Nc1ccccc1O. (4) The reactants are: CCCCN(CCCC)C(=O)c1nn(-c2ccc(C(=O)OCC)cc2C(=O)N2CCc3ccccc3C2)c(C)c1Cl. Given the product CCCCN(CCCC)c1nn(-c2ccc(C(=O)OCC)cc2C(=O)N2CCc3ccccc3C2)c(C)c1Cl, predict the reactants needed to synthesize it.